Predict the product of the given reaction. From a dataset of Forward reaction prediction with 1.9M reactions from USPTO patents (1976-2016). (1) Given the reactants [Cl:1][C:2]1[CH:3]=[C:4]([N:8]2[CH2:13][CH2:12][N:11]([C:14]([C:16]3[N:20]([CH:21]([C:26]4[CH:33]=[CH:32][C:29]([C:30]#[N:31])=[CH:28][CH:27]=4)[CH2:22][CH2:23][CH:24]=[O:25])[CH:19]=[N:18][CH:17]=3)=O)[CH2:10][C:9]2=[O:34])[CH:5]=[CH:6][CH:7]=1.C([O-])(=O)C.[Na+].C(O)(=O)C.C(=O)([O-])[O-].[Na+].[Na+], predict the reaction product. The product is: [Cl:1][C:2]1[CH:3]=[C:4]([N:8]2[CH2:13][CH2:12][N:11]([CH2:14][C:16]3[N:20]4[CH:21]([C:26]5[CH:33]=[CH:32][C:29]([C:30]#[N:31])=[CH:28][CH:27]=5)[CH2:22][CH2:23][CH:24]([OH:25])[C:19]4=[N:18][CH:17]=3)[CH2:10][C:9]2=[O:34])[CH:5]=[CH:6][CH:7]=1. (2) Given the reactants CC(C)([O-])C.[Na+].Br[C:8]1[S:12][C:11]([C:13]([O:15][CH2:16][CH3:17])=[O:14])=[CH:10][CH:9]=1.[CH2:18]([N:20]1[CH2:25][CH2:24][NH:23][CH2:22][CH2:21]1)[CH3:19].C1(P(C2C=CC=CC=2)C2C=CC3C(=CC=CC=3)C=2C2C3C(=CC=CC=3)C=CC=2P(C2C=CC=CC=2)C2C=CC=CC=2)C=CC=CC=1, predict the reaction product. The product is: [CH2:18]([N:20]1[CH2:25][CH2:24][N:23]([C:8]2[S:12][C:11]([C:13]([O:15][CH2:16][CH3:17])=[O:14])=[CH:10][CH:9]=2)[CH2:22][CH2:21]1)[CH3:19]. (3) Given the reactants [Cl:1][C:2]1[CH:7]=[CH:6][C:5]([CH:8]([C:20]2[CH:31]=[CH:30][C:23]([C:24]([NH:26][CH2:27][CH2:28][OH:29])=[O:25])=[CH:22][CH:21]=2)[CH2:9][C:10]([C:12]2[CH:17]=[CH:16][C:15](=[O:18])[N:14]([CH3:19])[CH:13]=2)=O)=[C:4]([F:32])[CH:3]=1.Cl.[NH2:34][OH:35].C(=O)([O-])O.[Na+], predict the reaction product. The product is: [Cl:1][C:2]1[CH:7]=[CH:6][C:5]([CH:8]([C:20]2[CH:21]=[CH:22][C:23]([C:24]([NH:26][CH2:27][CH2:28][OH:29])=[O:25])=[CH:30][CH:31]=2)[CH2:9]/[C:10](=[N:34]\[OH:35])/[C:12]2[CH:17]=[CH:16][C:15](=[O:18])[N:14]([CH3:19])[CH:13]=2)=[C:4]([F:32])[CH:3]=1. (4) Given the reactants [CH3:1][O:2][C:3]1[CH:4]=[C:5]([NH2:10])[C:6]([NH2:9])=[CH:7][CH:8]=1.[CH3:11][C:12]([CH3:19])([CH3:18])[C:13](=O)[C:14](O)=[O:15], predict the reaction product. The product is: [C:12]([C:13]1[C:14](=[O:15])[NH:10][C:5]2[C:6]([N:9]=1)=[CH:7][CH:8]=[C:3]([O:2][CH3:1])[CH:4]=2)([CH3:19])([CH3:18])[CH3:11].